Task: Regression. Given two drug SMILES strings and cell line genomic features, predict the synergy score measuring deviation from expected non-interaction effect.. Dataset: NCI-60 drug combinations with 297,098 pairs across 59 cell lines Drug 2: CC1=C(C=C(C=C1)NC(=O)C2=CC=C(C=C2)CN3CCN(CC3)C)NC4=NC=CC(=N4)C5=CN=CC=C5. Drug 1: CN1CCC(CC1)COC2=C(C=C3C(=C2)N=CN=C3NC4=C(C=C(C=C4)Br)F)OC. Synergy scores: CSS=8.97, Synergy_ZIP=1.66, Synergy_Bliss=-3.27, Synergy_Loewe=-13.5, Synergy_HSA=-5.94. Cell line: A498.